From a dataset of TCR-epitope binding with 47,182 pairs between 192 epitopes and 23,139 TCRs. Binary Classification. Given a T-cell receptor sequence (or CDR3 region) and an epitope sequence, predict whether binding occurs between them. (1) The epitope is ALSKGVHFV. The TCR CDR3 sequence is CASSLSLSNEKLFF. Result: 0 (the TCR does not bind to the epitope). (2) The epitope is VLWAHGFEL. The TCR CDR3 sequence is CATSMGGEAFF. Result: 1 (the TCR binds to the epitope). (3) The epitope is LLQTGIHVRVSQPSL. The TCR CDR3 sequence is CASSSGGHRTGELFF. Result: 1 (the TCR binds to the epitope). (4) The epitope is IPIQASLPF. The TCR CDR3 sequence is CASSWDRGGTEAFF. Result: 0 (the TCR does not bind to the epitope).